Task: Predict the product of the given reaction.. Dataset: Forward reaction prediction with 1.9M reactions from USPTO patents (1976-2016) Given the reactants Cl.[C:2]([N:6]1[CH:14]=[C:13]2[C:8]([C:9](=[O:20])[NH:10][C:11]3([CH2:19][CH2:18][NH:17][CH2:16][CH2:15]3)[CH2:12]2)=[N:7]1)([CH3:5])([CH3:4])[CH3:3].[CH3:21][O:22][C:23]1[CH:24]=[C:25]([C:38](O)=[O:39])[CH:26]=[C:27]2[C:31]=1[N:30](C1CCCCO1)[N:29]=[CH:28]2.C(N(CC)CC)C.CCCP1(OP(CCC)(=O)OP(CCC)(=O)O1)=O.Cl, predict the reaction product. The product is: [C:2]([N:6]1[CH:14]=[C:13]2[C:8]([C:9](=[O:20])[NH:10][C:11]3([CH2:19][CH2:18][N:17]([C:38]([C:25]4[CH:26]=[C:27]5[C:31](=[C:23]([O:22][CH3:21])[CH:24]=4)[NH:30][N:29]=[CH:28]5)=[O:39])[CH2:16][CH2:15]3)[CH2:12]2)=[N:7]1)([CH3:5])([CH3:3])[CH3:4].